From a dataset of Reaction yield outcomes from USPTO patents with 853,638 reactions. Predict the reaction yield, written as a fraction of the theoretical maximum amount of product (1.0 means a 100% yield; for example, 0.34 means a 34% yield). The reactants are [C:1]([C:5]1[CH:6]=[C:7]([NH:18][C:19]([NH:21][C@@H:22]2[C:31]3[C:26](=[CH:27][CH:28]=[CH:29][CH:30]=3)[C@H:25]([O:32][C:33]3[CH:34]=[CH:35][C:36]4[N:37]([C:39]([C@@H:42]5[CH2:46][CH2:45][CH2:44][N:43]5[CH3:47])=[N:40][N:41]=4)[CH:38]=3)[CH2:24][CH2:23]2)=[O:20])[N:8]([C:10]2[CH:15]=[CH:14][CH:13]=[C:12]([CH2:16][OH:17])[CH:11]=2)[N:9]=1)([CH3:4])([CH3:3])[CH3:2].CCN(C(C)C)C(C)C.[CH3:57][S:58](Cl)(=[O:60])=[O:59]. The catalyst is C(Cl)Cl. The product is [C:1]([C:5]1[CH:6]=[C:7]([NH:18][C:19]([NH:21][C@@H:22]2[C:31]3[C:26](=[CH:27][CH:28]=[CH:29][CH:30]=3)[C@H:25]([O:32][C:33]3[CH:34]=[CH:35][C:36]4[N:37]([C:39]([C@@H:42]5[CH2:46][CH2:45][CH2:44][N:43]5[CH3:47])=[N:40][N:41]=4)[CH:38]=3)[CH2:24][CH2:23]2)=[O:20])[N:8]([C:10]2[CH:11]=[C:12]([CH:13]=[CH:14][CH:15]=2)[CH2:16][O:17][S:58]([CH3:57])(=[O:60])=[O:59])[N:9]=1)([CH3:4])([CH3:2])[CH3:3]. The yield is 0.920.